From a dataset of Reaction yield outcomes from USPTO patents with 853,638 reactions. Predict the reaction yield, written as a fraction of the theoretical maximum amount of product (1.0 means a 100% yield; for example, 0.34 means a 34% yield). The reactants are CC1C=CC(S(O[CH2:12][CH2:13][CH2:14][N:15]2[CH2:20][CH2:19][CH:18]([C:21]([OH:34])([C:28]3[CH:33]=[CH:32][CH:31]=[CH:30][CH:29]=3)[C:22]3[CH:27]=[CH:26][CH:25]=[CH:24][CH:23]=3)[CH2:17][CH2:16]2)(=O)=O)=CC=1.[C:35]([C:39]1[CH:45]=[CH:44][C:42]([NH2:43])=[CH:41][CH:40]=1)([CH3:38])([CH3:37])[CH3:36].C(#N)C. The catalyst is C([O-])(O)=O.[Na+]. The product is [C:35]([C:39]1[CH:40]=[CH:41][C:42]([NH:43][CH2:12][CH2:13][CH2:14][N:15]2[CH2:20][CH2:19][CH:18]([C:21]([C:28]3[CH:29]=[CH:30][CH:31]=[CH:32][CH:33]=3)([C:22]3[CH:27]=[CH:26][CH:25]=[CH:24][CH:23]=3)[OH:34])[CH2:17][CH2:16]2)=[CH:44][CH:45]=1)([CH3:38])([CH3:36])[CH3:37]. The yield is 0.450.